This data is from Forward reaction prediction with 1.9M reactions from USPTO patents (1976-2016). The task is: Predict the product of the given reaction. (1) Given the reactants [CH2:1]([OH:17])[CH2:2][CH2:3][CH2:4][CH2:5][CH2:6][CH2:7][CH2:8][CH2:9][CH2:10][CH2:11][CH2:12][CH2:13][CH2:14][CH2:15][CH3:16].[CH2:18]1[CH:22]([CH2:23][CH2:24][CH2:25][CH2:26][C:27](N)=[O:28])SS[CH2:19]1, predict the reaction product. The product is: [C:27]([O:17][CH2:1][CH2:2][CH2:3][CH2:4][CH2:5][CH2:6][CH2:7][CH2:8][CH2:9][CH2:10][CH2:11][CH2:12][CH2:13][CH2:14][CH2:15][CH3:16])(=[O:28])[CH2:26][CH2:25][CH2:24][CH2:23][CH2:22][CH2:18][CH2:19][CH2:1]/[CH:2]=[CH:3]\[CH2:4][CH2:5][CH3:6]. (2) Given the reactants C[O:2][C:3]([C:5]1[S:6][C:7]([C:27]#[C:28][C:29]([CH3:32])([CH3:31])[CH3:30])=[CH:8][C:9]=1[N:10]([C:18]([CH:20]1[CH2:25][CH2:24][CH:23]([CH3:26])[CH2:22][CH2:21]1)=[O:19])[CH:11]1[CH2:16][CH2:15][C:14](=O)[CH2:13][CH2:12]1)=[O:4].[CH3:33][N:34]([C:36]1[S:37][CH:38]=[CH:39][N:40]=1)[NH2:35].CC(O)=O.[BH-](OC(C)=O)(OC(C)=O)OC(C)=O.[Na+].C([O-])(O)=O.[Na+].[OH-].[Li+], predict the reaction product. The product is: [CH3:31][C:29]([CH3:30])([CH3:32])[C:28]#[C:27][C:7]1[S:6][C:5]([C:3]([OH:2])=[O:4])=[C:9]([N:10]([C:18]([CH:20]2[CH2:21][CH2:22][CH:23]([CH3:26])[CH2:24][CH2:25]2)=[O:19])[CH:11]2[CH2:16][CH2:15][CH:14]([NH:35][N:34]([CH3:33])[C:36]3[S:37][CH:38]=[CH:39][N:40]=3)[CH2:13][CH2:12]2)[CH:8]=1.